This data is from Catalyst prediction with 721,799 reactions and 888 catalyst types from USPTO. The task is: Predict which catalyst facilitates the given reaction. The catalyst class is: 21. Product: [CH2:16]([O:1][C:2]1[CH:9]=[CH:8][C:5]([C:6]#[N:7])=[CH:4][CH:3]=1)[C:17]1[CH:22]=[CH:21][CH:20]=[CH:19][CH:18]=1. Reactant: [OH:1][C:2]1[CH:9]=[CH:8][C:5]([C:6]#[N:7])=[CH:4][CH:3]=1.C(=O)([O-])[O-].[K+].[K+].[CH2:16](Br)[C:17]1[CH:22]=[CH:21][CH:20]=[CH:19][CH:18]=1.